Dataset: Reaction yield outcomes from USPTO patents with 853,638 reactions. Task: Predict the reaction yield, written as a fraction of the theoretical maximum amount of product (1.0 means a 100% yield; for example, 0.34 means a 34% yield). (1) The reactants are [Cl:1][C:2]1[CH:3]=[CH:4][C:5]([OH:18])=[C:6]([C:8](=[O:17])/[CH:9]=[CH:10]/[C:11]2[CH:16]=[CH:15][CH:14]=[CH:13][CH:12]=2)[CH:7]=1.C(N(CC)C(C)C)(C)C.[F:28][C:29]([F:42])([F:41])[S:30](O[S:30]([C:29]([F:42])([F:41])[F:28])(=[O:32])=[O:31])(=[O:32])=[O:31].[NH4+].[Cl-]. The catalyst is C(Cl)Cl.O. The product is [Cl:1][C:2]1[CH:3]=[CH:4][C:5]([O:18][S:30]([C:29]([F:42])([F:41])[F:28])(=[O:32])=[O:31])=[C:6]([C:8](=[O:17])/[CH:9]=[CH:10]/[C:11]2[CH:12]=[CH:13][CH:14]=[CH:15][CH:16]=2)[CH:7]=1. The yield is 0.970. (2) The reactants are [CH3:1][O:2][C:3]([C:5]1([C:8]2[CH:13]=[CH:12][C:11]([O:14][CH3:15])=[C:10]([CH2:16]Cl)[CH:9]=2)[CH2:7][CH2:6]1)=[O:4].C([O-])([O-])=[O:19].[Na+].[Na+].Cl. The catalyst is O.[N+](CCCC)(CCCC)(CCCC)CCCC.[Br-]. The product is [CH3:1][O:2][C:3]([C:5]1([C:8]2[CH:13]=[CH:12][C:11]([O:14][CH3:15])=[C:10]([CH2:16][OH:19])[CH:9]=2)[CH2:7][CH2:6]1)=[O:4]. The yield is 0.390. (3) The yield is 0.710. The reactants are [OH:1][C:2]1[CH:10]=[CH:9][C:5]([C:6]([OH:8])=[O:7])=[CH:4][N:3]=1.[Si](C=[N+]=[N-])(C)(C)[CH3:12]. The product is [OH:1][C:2]1[CH:10]=[CH:9][C:5]([C:6]([O:8][CH3:12])=[O:7])=[CH:4][N:3]=1. The catalyst is C1C=CC=CC=1.CO. (4) The reactants are [N:1]12[CH2:7][C:4]([C:8]([C:17]3[CH:22]=[CH:21][CH:20]=[CH:19][CH:18]=3)([C:11]3[CH:16]=[CH:15][CH:14]=[CH:13][CH:12]=3)[C:9]#[N:10])([CH2:5][CH2:6]1)[CH2:3][CH2:2]2.[Br:23][CH2:24][CH2:25][CH2:26][CH2:27][CH2:28][CH3:29]. The product is [Br-:23].[C:9]([C:8]([C:17]1[CH:22]=[CH:21][CH:20]=[CH:19][CH:18]=1)([C:11]1[CH:12]=[CH:13][CH:14]=[CH:15][CH:16]=1)[C:4]12[CH2:7][N+:1]([CH2:24][CH2:25][CH2:26][CH2:27][CH2:28][CH3:29])([CH2:6][CH2:5]1)[CH2:2][CH2:3]2)#[N:10]. No catalyst specified. The yield is 0.443. (5) The reactants are [F:1][C:2]1[CH:7]=[CH:6][C:5]([F:8])=[CH:4][C:3]=1[C@H:9]1[C@H:14]([N+:15]([O-])=O)[CH2:13][C:12](=[CH2:18])[CH2:11][O:10]1.Cl.C(Cl)Cl.N. The catalyst is CCO.[Zn]. The product is [F:1][C:2]1[CH:7]=[CH:6][C:5]([F:8])=[CH:4][C:3]=1[C@H:9]1[C@H:14]([NH2:15])[CH2:13][C:12](=[CH2:18])[CH2:11][O:10]1. The yield is 0.970. (6) The reactants are [Br:1][C:2]1[CH:7]=[CH:6][C:5]([OH:8])=[C:4]([Cl:9])[C:3]=1[Cl:10].C(=O)([O-])[O-].[K+].[K+].[CH3:17][C:18]([CH3:20])=[O:19]. No catalyst specified. The product is [Br:1][C:2]1[CH:7]=[CH:6][C:5]([O:8][CH2:17][CH:18]2[CH2:20][O:19]2)=[C:4]([Cl:9])[C:3]=1[Cl:10]. The yield is 0.710. (7) The reactants are Cl[CH2:2][C:3]1[O:4][C:5](=[O:9])[O:6][C:7]=1[CH3:8].C(O)=[O:11].C(N(CC)CC)C.O. The catalyst is C(#N)C. The product is [OH:11][CH2:2][C:3]1[O:4][C:5](=[O:9])[O:6][C:7]=1[CH3:8]. The yield is 0.430. (8) The reactants are [Li].[O:2]1[CH2:7][CH2:6][CH2:5][CH2:4][CH:3]1[O:8][C:9]1[CH:16]=[CH:15][C:12]([CH:13]=O)=[CH:11][CH:10]=1.[CH2:17]([OH:19])[CH3:18]. No catalyst specified. The product is [OH:19][CH2:17][CH2:18][CH2:6][CH2:5][CH2:4][CH2:3][O:8][C:9]1[CH:10]=[CH:11][C:12](/[CH:13]=[CH:13]/[C:12]2[CH:15]=[CH:16][C:9]([O:8][CH:3]3[CH2:4][CH2:5][CH2:6][CH2:7][O:2]3)=[CH:10][CH:11]=2)=[CH:15][CH:16]=1. The yield is 0.310.